Dataset: Catalyst prediction with 721,799 reactions and 888 catalyst types from USPTO. Task: Predict which catalyst facilitates the given reaction. (1) Reactant: [Si]([O:8][CH2:9]/[CH:10]=[CH:11]/[C:12]1[CH:13]=[C:14]([NH:22][C:23]2[N:31]=[CH:30][C:29]([CH:32]3[CH2:34][CH2:33]3)=[CH:28][C:24]=2[C:25]([OH:27])=[O:26])[CH:15]=[C:16]2[C:20]=1[N:19]([CH3:21])[CH:18]=[CH:17]2)(C(C)(C)C)(C)C. Product: [CH:32]1([C:29]2[CH:30]=[N:31][C:23]([NH:22][C:14]3[CH:15]=[C:16]4[C:20](=[C:12](/[CH:11]=[CH:10]/[CH2:9][OH:8])[CH:13]=3)[N:19]([CH3:21])[CH:18]=[CH:17]4)=[C:24]([CH:28]=2)[C:25]([OH:27])=[O:26])[CH2:33][CH2:34]1. The catalyst class is: 240. (2) Reactant: [NH2:1][C:2]1[N:6]([C:7]2[C:12]([Cl:13])=[CH:11][C:10]([C:14]([F:17])([F:16])[F:15])=[CH:9][C:8]=2[Cl:18])[N:5]=[C:4]([S:19][CH3:20])[C:3]=1[C:21](=[O:35])[C:22]1[CH:27]=[C:26]([CH2:28][CH2:29][C:30](OC)=[O:31])[CH:25]=[CH:24][C:23]=1[CH3:34].CC(C[AlH]CC(C)C)C. Product: [NH2:1][C:2]1[N:6]([C:7]2[C:12]([Cl:13])=[CH:11][C:10]([C:14]([F:17])([F:15])[F:16])=[CH:9][C:8]=2[Cl:18])[N:5]=[C:4]([S:19][CH3:20])[C:3]=1[C:21](=[O:35])[C:22]1[CH:27]=[C:26]([CH2:28][CH2:29][CH2:30][OH:31])[CH:25]=[CH:24][C:23]=1[CH3:34]. The catalyst class is: 1. (3) Reactant: Cl[C:2]1[C:7]([O:8][C:9]2[CH:14]=[CH:13][CH:12]=[CH:11][C:10]=2[O:15][CH3:16])=[C:6]([Cl:17])[N:5]=[C:4]([C:18]2[N:23]=[CH:22][CH:21]=[CH:20][N:19]=2)[N:3]=1.[K+].[CH2:25]([S:28]([NH-:31])(=[O:30])=[O:29])[CH2:26][CH3:27].Cl. Product: [Cl:17][C:6]1[N:5]=[C:4]([C:18]2[N:23]=[CH:22][CH:21]=[CH:20][N:19]=2)[N:3]=[C:2]([NH:31][S:28]([CH2:25][CH2:26][CH3:27])(=[O:30])=[O:29])[C:7]=1[O:8][C:9]1[CH:14]=[CH:13][CH:12]=[CH:11][C:10]=1[O:15][CH3:16]. The catalyst class is: 16.